Predict which catalyst facilitates the given reaction. From a dataset of Catalyst prediction with 721,799 reactions and 888 catalyst types from USPTO. Reactant: [N:1]1([CH2:7][C:8]2[CH:13]=[CH:12][C:11]([CH:14]3[CH2:19][CH2:18][N:17]([C:20]4[CH:28]=[CH:27][C:23]([C:24](O)=[O:25])=[CH:22][CH:21]=4)[CH2:16][CH2:15]3)=[CH:10][CH:9]=2)[CH2:6][CH2:5][O:4][CH2:3][CH2:2]1.CN(C(ON1N=NC2C=CC=NC1=2)=[N+](C)C)C.F[P-](F)(F)(F)(F)F.CCN(C(C)C)C(C)C.[NH2:62][C@H:63]([C:67]([O:69][CH3:70])=[O:68])[C@@H:64]([CH3:66])[OH:65].Cl. Product: [CH3:70][O:69][C:67](=[O:68])[C@@H:63]([NH:62][C:24](=[O:25])[C:23]1[CH:27]=[CH:28][C:20]([N:17]2[CH2:16][CH2:15][CH:14]([C:11]3[CH:12]=[CH:13][C:8]([CH2:7][N:1]4[CH2:2][CH2:3][O:4][CH2:5][CH2:6]4)=[CH:9][CH:10]=3)[CH2:19][CH2:18]2)=[CH:21][CH:22]=1)[C@H:64]([OH:65])[CH3:66]. The catalyst class is: 31.